From a dataset of Forward reaction prediction with 1.9M reactions from USPTO patents (1976-2016). Predict the product of the given reaction. (1) Given the reactants [CH2:1]([O:3][C:4](=[O:30])[CH2:5][CH2:6][CH2:7][CH2:8][CH2:9][N:10]1[CH2:15][CH2:14][O:13][C@@H:12]([CH2:16][NH:17][C:18](=[O:29])[C:19]2[CH:24]=[C:23]([Cl:25])[C:22]([NH2:26])=[CH:21][C:20]=2[O:27][CH3:28])[CH2:11]1)[CH3:2].[N:31]12CC[CH:34]([CH2:35][CH2:36]1)[CH:33](O)[CH2:32]2, predict the reaction product. The product is: [NH2:26][C:22]1[C:23]([Cl:25])=[CH:24][C:19]([C:18]([NH:17][CH2:16][C@H:12]2[CH2:11][N:10]([CH2:9][CH2:8][CH2:7][CH2:6][CH2:5][C:4]([O:3][C@@H:1]3[CH:34]4[CH2:35][CH2:36][N:31]([CH2:32][CH2:33]4)[CH2:2]3)=[O:30])[CH2:15][CH2:14][O:13]2)=[O:29])=[C:20]([O:27][CH3:28])[CH:21]=1. (2) Given the reactants [OH:1][CH2:2][CH2:3][CH2:4][N:5]1[C:13](=[O:14])[C:12]2[C:7](=[CH:8][CH:9]=[CH:10][CH:11]=2)[C:6]1=[O:15], predict the reaction product. The product is: [O:15]=[C:6]1[C:7]2[C:12](=[CH:11][CH:10]=[CH:9][CH:8]=2)[C:13](=[O:14])[N:5]1[CH2:4][CH2:3][CH:2]=[O:1].